This data is from Peptide-MHC class I binding affinity with 185,985 pairs from IEDB/IMGT. The task is: Regression. Given a peptide amino acid sequence and an MHC pseudo amino acid sequence, predict their binding affinity value. This is MHC class I binding data. The peptide sequence is AVNKSNKPL. The MHC is HLA-A02:02 with pseudo-sequence HLA-A02:02. The binding affinity (normalized) is 0.351.